This data is from Forward reaction prediction with 1.9M reactions from USPTO patents (1976-2016). The task is: Predict the product of the given reaction. (1) Given the reactants [C:1](Cl)(=O)[C:2]([Cl:4])=[O:3].[CH3:7][O:8][C:9]1[C:18]2[C:13](=[CH:14][CH:15]=[CH:16][CH:17]=2)[CH:12]=[CH:11]C=1C(O)=O, predict the reaction product. The product is: [CH3:7][O:8][C:9]1[C:18]2[C:13](=[CH:14][CH:15]=[CH:16][CH:17]=2)[CH:12]=[CH:11][C:1]=1[C:2]([Cl:4])=[O:3]. (2) Given the reactants [CH:1]1([CH2:6][CH:7]([N:11]2[C:16](=[O:17])[CH:15]=[C:14]([O:18][C:19]3[CH:24]=[CH:23][CH:22]=[CH:21][CH:20]=3)[CH:13]=[N:12]2)[C:8](O)=[O:9])[CH2:5][CH2:4][CH2:3][CH2:2]1.C(N(CC)C(C)C)(C)C.[B-](F)(F)(F)F.CN(C(ON1C(=O)CCC1=O)=[N+](C)C)C.[NH2:54][C:55]1[CH:59]=[CH:58][N:57]([CH2:60][C:61]([CH3:64])([OH:63])[CH3:62])[N:56]=1, predict the reaction product. The product is: [CH:1]1([CH2:6][CH:7]([N:11]2[C:16](=[O:17])[CH:15]=[C:14]([O:18][C:19]3[CH:24]=[CH:23][CH:22]=[CH:21][CH:20]=3)[CH:13]=[N:12]2)[C:8]([NH:54][C:55]2[CH:59]=[CH:58][N:57]([CH2:60][C:61]([OH:63])([CH3:62])[CH3:64])[N:56]=2)=[O:9])[CH2:5][CH2:4][CH2:3][CH2:2]1. (3) Given the reactants [C:1](/[CH:3]=[C:4](\[C:12]1[CH:20]=[CH:19][C:15]([C:16]([NH2:18])=[O:17])=[CH:14][CH:13]=1)/[C:5]1[CH:10]=[CH:9][C:8]([F:11])=[CH:7][CH:6]=1)#[N:2], predict the reaction product. The product is: [NH2:2][CH2:1][CH2:3][CH:4]([C:12]1[CH:20]=[CH:19][C:15]([C:16]([NH2:18])=[O:17])=[CH:14][CH:13]=1)[C:5]1[CH:6]=[CH:7][C:8]([F:11])=[CH:9][CH:10]=1. (4) Given the reactants [CH2:1]([C:8]1[N:9]=[N:10][C:11](Cl)=[C:12]([CH3:15])[C:13]=1[CH3:14])[C:2]1[CH:7]=[CH:6][CH:5]=[CH:4][CH:3]=1.CC1(C)C(C)(C)OB([C:25]2[CH2:30][CH2:29][N:28]([C:31]([O:33][C:34]([CH3:37])([CH3:36])[CH3:35])=[O:32])[CH2:27][CH:26]=2)O1.C(=O)([O-])[O-].[K+].[K+], predict the reaction product. The product is: [C:34]([O:33][C:31]([N:28]1[CH2:27][CH:26]=[C:25]([C:11]2[N:10]=[N:9][C:8]([CH2:1][C:2]3[CH:7]=[CH:6][CH:5]=[CH:4][CH:3]=3)=[C:13]([CH3:14])[C:12]=2[CH3:15])[CH2:30][CH2:29]1)=[O:32])([CH3:37])([CH3:35])[CH3:36]. (5) Given the reactants [NH2:1][C:2]1[CH:12]=[C:11]([CH2:13][N:14]2[CH2:19][CH2:18][N:17]([CH3:20])[CH2:16][CH2:15]2)[C:10]([C:21]#[N:22])=[CH:9][C:3]=1[C:4]([O:6]CC)=[O:5].NC1C(Cl)=C(C=O)C(C(F)(F)F)=CC=1C(O)=O, predict the reaction product. The product is: [NH2:1][C:2]1[CH:12]=[C:11]([CH2:13][N:14]2[CH2:19][CH2:18][N:17]([CH3:20])[CH2:16][CH2:15]2)[C:10]([C:21]#[N:22])=[CH:9][C:3]=1[C:4]([OH:6])=[O:5]. (6) Given the reactants [C:1]([S:5][C:6]1[CH:7]=[C:8]2[C:13](=[CH:14][C:15]=1[O:16][CH3:17])[N:12]=[CH:11][N:10]=[C:9]2[NH:18][C:19]1[CH:20]=[CH:21][C:22]2[S:26][CH:25]=[N:24][C:23]=2[CH:27]=1)([CH3:4])([CH3:3])[CH3:2].[OH:28]OS([O-])=O.[K+], predict the reaction product. The product is: [C:1]([S:5]([C:6]1[CH:7]=[C:8]2[C:13](=[CH:14][C:15]=1[O:16][CH3:17])[N:12]=[CH:11][N:10]=[C:9]2[NH:18][C:19]1[CH:20]=[CH:21][C:22]2[S:26][CH:25]=[N:24][C:23]=2[CH:27]=1)=[O:28])([CH3:4])([CH3:2])[CH3:3]. (7) The product is: [CH:4]([C:7]1[N:12]=[C:11]([C:13]2[N:17]([CH2:26][CH2:25][CH:23]=[O:24])[C:16](=[O:18])[O:15][N:14]=2)[CH:10]=[C:9]([C:19]([F:20])([F:22])[F:21])[N:8]=1)([CH3:6])[CH3:5]. Given the reactants C(O)C.[CH:4]([C:7]1[N:12]=[C:11]([C:13]2[NH:14][O:15][C:16](=[O:18])[N:17]=2)[CH:10]=[C:9]([C:19]([F:22])([F:21])[F:20])[N:8]=1)([CH3:6])[CH3:5].[CH:23]([CH:25]=[CH2:26])=[O:24], predict the reaction product. (8) Given the reactants C[O:2][C:3]1[CH:8]=[C:7]([O:9]C)[CH:6]=[CH:5][C:4]=1[C:11]1[CH:16]=[CH:15][CH:14]=[C:13]([C:17]([NH:19][C:20]2[CH:21]=[C:22]([C:26]3[S:30][C:29]([CH2:31][C:32]([OH:34])=[O:33])=[CH:28][CH:27]=3)[CH:23]=[CH:24][CH:25]=2)=[O:18])[CH:12]=1.B(Br)(Br)Br, predict the reaction product. The product is: [OH:2][C:3]1[CH:8]=[C:7]([OH:9])[CH:6]=[CH:5][C:4]=1[C:11]1[CH:16]=[CH:15][CH:14]=[C:13]([C:17]([NH:19][C:20]2[CH:21]=[C:22]([C:26]3[S:30][C:29]([CH2:31][C:32]([OH:34])=[O:33])=[CH:28][CH:27]=3)[CH:23]=[CH:24][CH:25]=2)=[O:18])[CH:12]=1.